Dataset: Reaction yield outcomes from USPTO patents with 853,638 reactions. Task: Predict the reaction yield, written as a fraction of the theoretical maximum amount of product (1.0 means a 100% yield; for example, 0.34 means a 34% yield). The reactants are [N+:1]([C:4]1[C:10]([N+:11]([O-:13])=[O:12])=[CH:9][CH:8]=[CH:7][C:5]=1N)([O-:3])=[O:2].N([O-])=O.[Na+].[BrH:18]. The catalyst is C(O)(=O)C.S(=O)(=O)(O)O.O.[Cu](Br)Br. The product is [Br:18][C:5]1[CH:7]=[CH:8][CH:9]=[C:10]([N+:11]([O-:13])=[O:12])[C:4]=1[N+:1]([O-:3])=[O:2]. The yield is 0.990.